Dataset: Catalyst prediction with 721,799 reactions and 888 catalyst types from USPTO. Task: Predict which catalyst facilitates the given reaction. (1) Reactant: C([S:4][CH2:5][CH:6]([NH:12][C:13]([O:15][C:16]([CH3:19])([CH3:18])[CH3:17])=[O:14])[CH2:7][S:8]C(=O)C)(=O)C.[OH-].[Na+].II. Product: [C:16]([O:15][C:13](=[O:14])[NH:12][CH:6]1[CH2:7][S:8][S:4][CH2:5]1)([CH3:19])([CH3:18])[CH3:17]. The catalyst class is: 412. (2) Reactant: [CH3:1][N:2]([CH3:9])[C@:3]12[CH2:8][C@H:7]1[CH2:6][NH:5][CH2:4]2.C([O-])([O-])=O.[K+].[K+].Br[CH2:17][CH2:18][CH2:19][Cl:20].O. Product: [Cl:20][CH2:19][CH2:18][CH2:17][N:5]1[CH2:6][C@H:7]2[C@:3]([N:2]([CH3:9])[CH3:1])([CH2:8]2)[CH2:4]1. The catalyst class is: 21. (3) Reactant: [CH:1]1[C:6]2=[C:7]3[C:15](=[CH:16][CH:17]=[C:5]2[CH:4]=[CH:3][CH:2]=1)[C:14]1[C:9](=[CH:10][CH:11]=[CH:12][CH:13]=1)[NH:8]3.C([O-])([O-])=O.[K+].[K+].[CH3:24][C:25]([C:27]1[CH:32]=[CH:31][C:30](F)=[CH:29][CH:28]=1)=[O:26].O. Product: [CH:1]1[C:6]2=[C:7]3[C:15](=[CH:16][CH:17]=[C:5]2[CH:4]=[CH:3][CH:2]=1)[C:14]1[C:9](=[CH:10][CH:11]=[CH:12][CH:13]=1)[N:8]3[C:30]1[CH:31]=[CH:32][C:27]([C:25](=[O:26])[CH3:24])=[CH:28][CH:29]=1. The catalyst class is: 16. (4) Reactant: [CH3:1][C:2]1[CH:3]=[N:4][C:5]2[C:10]([CH:11]=1)=[CH:9][CH:8]=[CH:7][C:6]=2[NH:12][S:13]([C:16]1[CH:21]=[CH:20][C:19]([C:22]([F:25])([F:24])[F:23])=[CH:18][C:17]=1[N+:26]([O-])=O)(=[O:15])=[O:14].O.NN. Product: [NH2:26][C:17]1[CH:18]=[C:19]([C:22]([F:24])([F:23])[F:25])[CH:20]=[CH:21][C:16]=1[S:13]([NH:12][C:6]1[CH:7]=[CH:8][CH:9]=[C:10]2[C:5]=1[N:4]=[CH:3][C:2]([CH3:1])=[CH:11]2)(=[O:14])=[O:15]. The catalyst class is: 181. (5) Reactant: Br[C:2]1[CH:3]=[C:4]([CH:17]=[CH:18][CH:19]=1)[C:5]([N:7]([C:9]1[CH:14]=[CH:13][CH:12]=[C:11]([O:15][CH3:16])[CH:10]=1)[CH3:8])=[O:6].[C:20]1(B(O)O)[CH:25]=[CH:24][CH:23]=[CH:22][CH:21]=1. Product: [CH3:16][O:15][C:11]1[CH:10]=[C:9]([N:7]([CH3:8])[C:5]([C:4]2[CH:3]=[C:2]([C:20]3[CH:25]=[CH:24][CH:23]=[CH:22][CH:21]=3)[CH:19]=[CH:18][CH:17]=2)=[O:6])[CH:14]=[CH:13][CH:12]=1. The catalyst class is: 492. (6) Reactant: [H-].[H-].[H-].[H-].[Li+].[Al+3].C[O:8][C:9](=O)[CH2:10][CH2:11][CH2:12]/[CH:13]=[CH:14]\[CH2:15]/[CH:16]=[CH:17]\[CH2:18]/[CH:19]=[CH:20]\[CH2:21]/[CH:22]=[CH:23]\[CH2:24][CH2:25][CH2:26][CH2:27][CH3:28]. Product: [CH2:9]([OH:8])[CH2:10][CH2:11][CH2:12]/[CH:13]=[CH:14]\[CH2:15]/[CH:16]=[CH:17]\[CH2:18]/[CH:19]=[CH:20]\[CH2:21]/[CH:22]=[CH:23]\[CH2:24][CH2:25][CH2:26][CH2:27][CH3:28]. The catalyst class is: 28. (7) Reactant: Br[CH:2]1[C:7](=O)[CH2:6][C:5]([CH3:10])([CH3:9])[CH2:4][C:3]1=[O:11].Cl.[CH2:13]([O:15][C:16](=[O:21])[C@H:17]([CH2:19][SH:20])[NH2:18])[CH3:14]. Product: [CH3:9][C:5]1([CH3:10])[CH2:4][C:3](=[O:11])[C:2]2[S:20][CH2:19][C@@H:17]([C:16]([O:15][CH2:13][CH3:14])=[O:21])[NH:18][C:7]=2[CH2:6]1. The catalyst class is: 17.